This data is from Forward reaction prediction with 1.9M reactions from USPTO patents (1976-2016). The task is: Predict the product of the given reaction. (1) Given the reactants [NH:1]1[C:10](=[O:11])[C:9]2[NH:8][CH:7]=[N:6][C:5]=2[NH:4][C:2]1=[O:3].[Br:12]Br, predict the reaction product. The product is: [Br:12][C:7]1[NH:6][C:5]2[NH:4][C:2](=[O:3])[NH:1][C:10](=[O:11])[C:9]=2[N:8]=1. (2) Given the reactants [N+:1]([C:4]1[CH:10]=[CH:9][C:7]([NH2:8])=[CH:6][CH:5]=1)([O-:3])=[O:2].C(N(CC)CC)C.[Cl:18][CH2:19][C:20](Cl)=[O:21], predict the reaction product. The product is: [Cl:18][CH2:19][C:20]([NH:8][C:7]1[CH:9]=[CH:10][C:4]([N+:1]([O-:3])=[O:2])=[CH:5][CH:6]=1)=[O:21]. (3) Given the reactants [Cl:1][C:2]1[CH:3]=[C:4]([C:8]2[C:13]3[N:14]([CH2:27][C@H:28]4[CH2:33][CH2:32][C@H:31]([CH3:34])[CH2:30][CH2:29]4)[C:15]([N:17]4[CH2:22][C:21](=[O:23])[NH:20][C@H:19]5[CH2:24][CH2:25][CH2:26][C@H:18]45)=[N:16][C:12]=3[CH:11]=[C:10]([C:35]#[N:36])[N:9]=2)[CH:5]=[N:6][CH:7]=1.[H-].[Na+].I[CH3:40], predict the reaction product. The product is: [Cl:1][C:2]1[CH:3]=[C:4]([C:8]2[C:13]3[N:14]([CH2:27][C@H:28]4[CH2:33][CH2:32][C@H:31]([CH3:34])[CH2:30][CH2:29]4)[C:15]([N:17]4[CH2:22][C:21](=[O:23])[N:20]([CH3:40])[C@H:19]5[CH2:24][CH2:25][CH2:26][C@H:18]45)=[N:16][C:12]=3[CH:11]=[C:10]([C:35]#[N:36])[N:9]=2)[CH:5]=[N:6][CH:7]=1.